This data is from Forward reaction prediction with 1.9M reactions from USPTO patents (1976-2016). The task is: Predict the product of the given reaction. (1) Given the reactants [CH3:1][C:2]1([CH3:41])[O:7][C:6]2[CH:8]=[CH:9][C:10]([C@H:12]3[O:16]C(=O)[N:14]([CH2:18][CH2:19][CH2:20][CH2:21][CH2:22][CH2:23][O:24][CH2:25][CH2:26][CH2:27][CH2:28][C:29]4[CH:34]=[CH:33][CH:32]=[C:31]([N:35]5[CH2:39][CH2:38][NH:37][C:36]5=[O:40])[CH:30]=4)[CH2:13]3)=[CH:11][C:5]=2[CH2:4][O:3]1, predict the reaction product. The product is: [CH3:1][C:2]1([CH3:41])[O:7][C:6]2[CH:8]=[CH:9][C:10]([C@@H:12]([OH:16])[CH2:13][NH:14][CH2:18][CH2:19][CH2:20][CH2:21][CH2:22][CH2:23][O:24][CH2:25][CH2:26][CH2:27][CH2:28][C:29]3[CH:30]=[C:31]([N:35]4[CH2:39][CH2:38][NH:37][C:36]4=[O:40])[CH:32]=[CH:33][CH:34]=3)=[CH:11][C:5]=2[CH2:4][O:3]1. (2) Given the reactants Cl[C:2]1[N:11]=[C:10]([NH:12][CH2:13][C:14]2[CH:19]=[CH:18][C:17]([NH:20][C:21](=[O:29])[C:22]3[CH:27]=[CH:26][C:25]([F:28])=[CH:24][CH:23]=3)=[CH:16][CH:15]=2)[C:9]2[C:4](=[CH:5][CH:6]=[CH:7][CH:8]=2)[N:3]=1.[CH3:30][NH:31][CH3:32], predict the reaction product. The product is: [CH3:30][N:31]([CH3:32])[C:2]1[N:11]=[C:10]([NH:12][CH2:13][C:14]2[CH:15]=[CH:16][C:17]([NH:20][C:21](=[O:29])[C:22]3[CH:23]=[CH:24][C:25]([F:28])=[CH:26][CH:27]=3)=[CH:18][CH:19]=2)[C:9]2[C:4](=[CH:5][CH:6]=[CH:7][CH:8]=2)[N:3]=1. (3) Given the reactants [CH3:1][O:2][C:3]1[N:8]=[C:7]2[NH:9][N:10]=[CH:11][C:6]2=[CH:5][C:4]=1[NH:12][C:13]1[C:14]2[C:21]3[CH2:22][CH2:23][C@H:24]([C:26](O)=[O:27])[CH2:25][C:20]=3[S:19][C:15]=2[N:16]=[CH:17][N:18]=1.[CH3:29][N:30]([CH3:36])[C@@H:31]1[CH2:35][CH2:34][NH:33][CH2:32]1, predict the reaction product. The product is: [CH3:29][N:30]([CH3:36])[C@@H:31]1[CH2:35][CH2:34][N:33]([C:26]([C@H:24]2[CH2:23][CH2:22][C:21]3[C:14]4[C:13]([NH:12][C:4]5[CH:5]=[C:6]6[CH:11]=[N:10][NH:9][C:7]6=[N:8][C:3]=5[O:2][CH3:1])=[N:18][CH:17]=[N:16][C:15]=4[S:19][C:20]=3[CH2:25]2)=[O:27])[CH2:32]1. (4) Given the reactants S(=O)(=O)(O)O.[Br:6][C:7]1[C:8]([CH3:16])=[C:9]([CH:13]=[CH:14][CH:15]=1)[C:10]([OH:12])=[O:11].[CH3:17]O, predict the reaction product. The product is: [Br:6][C:7]1[C:8]([CH3:16])=[C:9]([CH:13]=[CH:14][CH:15]=1)[C:10]([O:12][CH3:17])=[O:11]. (5) Given the reactants Cl[C:2]1[N:7]=[CH:6][N:5]=[C:4]([NH2:8])[CH:3]=1.[F:9][C:10]1[CH:16]=[CH:15][C:13]([NH2:14])=[CH:12][CH:11]=1, predict the reaction product. The product is: [F:9][C:10]1[CH:16]=[CH:15][C:13]([NH:14][C:2]2[CH:3]=[C:4]([NH2:8])[N:5]=[CH:6][N:7]=2)=[CH:12][CH:11]=1. (6) Given the reactants Br[C:2]1[C:3]([CH3:18])=[C:4]2[C:8](=[CH:9][CH:10]=1)[C:7](=[O:11])[O:6][CH:5]2[C:12]1[CH:17]=[CH:16][CH:15]=[CH:14][CH:13]=1.[CH3:19][C:20]1[C:24](B(O)O)=[C:23]([CH3:28])[O:22][N:21]=1.C([O-])([O-])=O.[Na+].[Na+], predict the reaction product. The product is: [CH3:19][C:20]1[C:24]([C:2]2[C:3]([CH3:18])=[C:4]3[C:8](=[CH:9][CH:10]=2)[C:7](=[O:11])[O:6][CH:5]3[C:12]2[CH:17]=[CH:16][CH:15]=[CH:14][CH:13]=2)=[C:23]([CH3:28])[O:22][N:21]=1. (7) Given the reactants [H-].[Na+].[CH:3]1([OH:8])[CH2:7][CH2:6][CH2:5][CH2:4]1.F[C:10]1[CH:17]=[CH:16][C:13]([C:14]#[N:15])=[CH:12][CH:11]=1, predict the reaction product. The product is: [CH:3]1([O:8][C:10]2[CH:17]=[CH:16][C:13]([C:14]#[N:15])=[CH:12][CH:11]=2)[CH2:7][CH2:6][CH2:5][CH2:4]1.